From a dataset of Forward reaction prediction with 1.9M reactions from USPTO patents (1976-2016). Predict the product of the given reaction. (1) The product is: [ClH:18].[F:1][C:2]1[C:3]([C:9]2[N:13]([CH:14]([CH3:15])[CH3:16])[C:12]([CH3:17])=[N:11][CH:10]=2)=[N:4][C:5]([NH:8][C:19]2[CH:20]=[CH:21][C:22]([C:27]([N:29]3[CH2:34][CH2:33][N:32]([CH3:35])[CH2:31][CH2:30]3)=[O:28])=[C:23]([CH:26]=2)[C:24]#[N:25])=[N:6][CH:7]=1. Given the reactants [F:1][C:2]1[C:3]([C:9]2[N:13]([CH:14]([CH3:16])[CH3:15])[C:12]([CH3:17])=[N:11][CH:10]=2)=[N:4][C:5]([NH2:8])=[N:6][CH:7]=1.[Cl:18][C:19]1[CH:20]=[CH:21][C:22]([C:27]([N:29]2[CH2:34][CH2:33][N:32]([CH3:35])[CH2:31][CH2:30]2)=[O:28])=[C:23]([CH:26]=1)[C:24]#[N:25].C([O-])([O-])=O.[Cs+].[Cs+].CC(C1C=C(C(C)C)C(C2C=CC=CC=2P(C2CCCCC2)C2CCCCC2)=C(C(C)C)C=1)C, predict the reaction product. (2) Given the reactants [F:1][C:2]1[CH:3]=[C:4]([C:9]2[CH:14]=[CH:13][C:12]([C:15]([NH:17][C@H:18]([C:31]([O:33][CH2:34][C:35]3[CH:40]=[CH:39][CH:38]=[CH:37][CH:36]=3)=[O:32])[CH2:19][CH2:20][C:21]([O:23][CH2:24][C:25]3[CH:30]=[CH:29][CH:28]=[CH:27][CH:26]=3)=[O:22])=[O:16])=[C:11]([N+:41]([O-])=O)[CH:10]=2)[CH:5]=[CH:6][C:7]=1[F:8].[H][H].CCCCCC, predict the reaction product. The product is: [NH2:41][C:11]1[CH:10]=[C:9]([C:4]2[CH:5]=[CH:6][C:7]([F:8])=[C:2]([F:1])[CH:3]=2)[CH:14]=[CH:13][C:12]=1[C:15]([NH:17][C@H:18]([C:31]([O:33][CH2:34][C:35]1[CH:36]=[CH:37][CH:38]=[CH:39][CH:40]=1)=[O:32])[CH2:19][CH2:20][C:21]([O:23][CH2:24][C:25]1[CH:26]=[CH:27][CH:28]=[CH:29][CH:30]=1)=[O:22])=[O:16]. (3) Given the reactants C(OC([N:8]1[CH2:13][CH2:12][O:11][CH:10]([CH2:14][C:15]2[CH:20]=[CH:19][CH:18]=[CH:17][CH:16]=2)[CH2:9]1)=O)(C)(C)C, predict the reaction product. The product is: [CH2:14]([CH:10]1[O:11][CH2:12][CH2:13][NH:8][CH2:9]1)[C:15]1[CH:16]=[CH:17][CH:18]=[CH:19][CH:20]=1.